Dataset: Forward reaction prediction with 1.9M reactions from USPTO patents (1976-2016). Task: Predict the product of the given reaction. (1) Given the reactants [NH2:1][C:2]1[CH:7]=[CH:6][C:5]([CH:8]([CH2:14][CH2:15][CH2:16][CH2:17][CH3:18])[C:9]([O:11][CH2:12][CH3:13])=[O:10])=[CH:4][CH:3]=1.[CH3:19][C:20]([CH3:25])=[CH:21][C:22](Cl)=[O:23].O, predict the reaction product. The product is: [CH3:19][C:20]([CH3:25])=[CH:21][C:22]([NH:1][C:2]1[CH:3]=[CH:4][C:5]([CH:8]([CH2:14][CH2:15][CH2:16][CH2:17][CH3:18])[C:9]([O:11][CH2:12][CH3:13])=[O:10])=[CH:6][CH:7]=1)=[O:23]. (2) Given the reactants [C:1](N[C@H](C(O)=O)CCC(O)=O)(=[O:5])[C:2](C)=[CH2:3].[NH2:16][CH2:17][CH2:18][CH2:19][CH2:20][CH2:21][C:22]([OH:24])=[O:23].[OH-].[Na+].C(Cl)(=O)C=C.Cl, predict the reaction product. The product is: [C:1]([CH:21]([CH2:20][CH2:19][CH2:18][CH2:17][NH2:16])[C:22]([OH:24])=[O:23])(=[O:5])[CH:2]=[CH2:3]. (3) Given the reactants Br[Zn][CH2:3][C:4]([O:6][CH2:7][CH3:8])=[O:5].[Cl:9][C:10]1[C:11](=[O:20])[C:12]([Cl:19])=[C:13]([Cl:18])[C:14](=[O:17])[C:15]=1[Cl:16].Cl.C(OCC)(=O)C, predict the reaction product. The product is: [CH2:7]([O:6][C:4](=[O:5])[CH2:3][C:14]1([OH:17])[C:13]([Cl:18])=[C:12]([Cl:19])[C:11](=[O:20])[C:10]([Cl:9])=[C:15]1[Cl:16])[CH3:8]. (4) Given the reactants [C:1]([O:5][C:6](=[O:25])[NH:7][C:8]1[CH:13]=[C:12]([N:14]([CH2:16][CH:17]([CH3:19])[CH3:18])[CH3:15])[C:11]([C:20]([F:23])([F:22])[F:21])=[CH:10][C:9]=1[NH2:24])([CH3:4])([CH3:3])[CH3:2].C([O:30][C:31](=O)[CH2:32][C:33]([C:35]1[CH:40]=[CH:39][CH:38]=[C:37]([C:41]2[O:45][N:44]=[C:43]([CH3:46])[CH:42]=2)[CH:36]=1)=[O:34])(C)(C)C, predict the reaction product. The product is: [C:1]([O:5][C:6](=[O:25])[NH:7][C:8]1[CH:13]=[C:12]([N:14]([CH2:16][CH:17]([CH3:19])[CH3:18])[CH3:15])[C:11]([C:20]([F:23])([F:22])[F:21])=[CH:10][C:9]=1[NH:24][C:31](=[O:30])[CH2:32][C:33]([C:35]1[CH:40]=[CH:39][CH:38]=[C:37]([C:41]2[O:45][N:44]=[C:43]([CH3:46])[CH:42]=2)[CH:36]=1)=[O:34])([CH3:3])([CH3:4])[CH3:2]. (5) Given the reactants CC1(C)C(C)(C)OB([C:9]2[CH:10]=[C:11]3[C:31](=[CH:32][CH:33]=2)[C:15]2[NH:16][C:17]([C@@H:19]4[CH2:23][CH2:22][CH2:21][N:20]4[C:24]([O:26][C:27]([CH3:30])([CH3:29])[CH3:28])=[O:25])=[N:18][C:14]=2[CH:13]=[CH:12]3)O1.Br[C:36]1[C:37]([F:65])=[C:38]2[C:62](=[CH:63][CH:64]=1)[C:42]1[NH:43][C:44]([C@@H:46]3[CH2:50][CH2:49][CH2:48][N:47]3[C:51](=[O:61])[C@@H:52]([NH:56][C:57](=[O:60])[O:58][CH3:59])[CH:53]([CH3:55])[CH3:54])=[N:45][C:41]=1[CH:40]=[CH:39]2.C([O-])([O-])=O.[K+].[K+], predict the reaction product. The product is: [F:65][C:37]1[C:36]([C:9]2[CH:10]=[C:11]3[C:31](=[CH:32][CH:33]=2)[C:15]2[NH:16][C:17]([C@@H:19]4[CH2:23][CH2:22][CH2:21][N:20]4[C:24]([O:26][C:27]([CH3:29])([CH3:30])[CH3:28])=[O:25])=[N:18][C:14]=2[CH:13]=[CH:12]3)=[CH:64][CH:63]=[C:62]2[C:38]=1[CH:39]=[CH:40][C:41]1[N:45]=[C:44]([C@@H:46]3[CH2:50][CH2:49][CH2:48][N:47]3[C:51](=[O:61])[C@@H:52]([NH:56][C:57]([O:58][CH3:59])=[O:60])[CH:53]([CH3:54])[CH3:55])[NH:43][C:42]=12. (6) Given the reactants [CH3:1][C:2]1[O:6][C:5]([C:7]2[CH:12]=[CH:11][CH:10]=[CH:9][CH:8]=2)=[N:4][C:3]=1[CH2:13][O:14][C:15]1[CH:34]=[CH:33][C:18]([CH2:19][O:20][C:21]2[CH:26]=[CH:25][CH:24]=[CH:23][C:22]=2[CH2:27][CH2:28][C:29]([O:31]C)=[O:30])=[CH:17][CH:16]=1.O.[OH-].[Li+].O1CCCC1.Cl, predict the reaction product. The product is: [CH3:1][C:2]1[O:6][C:5]([C:7]2[CH:8]=[CH:9][CH:10]=[CH:11][CH:12]=2)=[N:4][C:3]=1[CH2:13][O:14][C:15]1[CH:16]=[CH:17][C:18]([CH2:19][O:20][C:21]2[CH:26]=[CH:25][CH:24]=[CH:23][C:22]=2[CH2:27][CH2:28][C:29]([OH:31])=[O:30])=[CH:33][CH:34]=1. (7) Given the reactants [F:1][C:2]1[C:7]([F:8])=[CH:6][CH:5]=[CH:4][C:3]=1[CH:9]([O:23][CH2:24][C:25](OCC)=[O:26])[C@@H:10]1[CH2:15][CH2:14][CH2:13][N:12]([C:16]([O:18][C:19]([CH3:22])([CH3:21])[CH3:20])=[O:17])[CH2:11]1.[BH4-].[Na+], predict the reaction product. The product is: [F:1][C:2]1[C:7]([F:8])=[CH:6][CH:5]=[CH:4][C:3]=1[CH:9]([O:23][CH2:24][CH2:25][OH:26])[C@@H:10]1[CH2:15][CH2:14][CH2:13][N:12]([C:16]([O:18][C:19]([CH3:20])([CH3:21])[CH3:22])=[O:17])[CH2:11]1.